The task is: Predict the reaction yield, written as a fraction of the theoretical maximum amount of product (1.0 means a 100% yield; for example, 0.34 means a 34% yield).. This data is from Reaction yield outcomes from USPTO patents with 853,638 reactions. (1) The yield is 0.590. The catalyst is CN(C=O)C.[Cl-].[Na+].O. The reactants are Cl.[CH3:2][O:3][C:4](=[O:30])[C@@H:5]([NH:8][C:9]([C:11]1[C:12]([CH3:29])=[N:13][C:14]([NH:18][CH2:19][CH2:20][CH2:21][C:22]2[CH:27]=[CH:26][CH:25]=[C:24]([OH:28])[CH:23]=2)=[N:15][C:16]=1[CH3:17])=[O:10])[CH2:6][NH2:7].[CH3:31][CH:32]1[CH2:37][N:36](C(O)=O)[CH2:35][CH2:34][NH:33]1.C(N(CC)CC)C.CN([C:51]([O:55]N1N=NC2C=CC=CC1=2)=[N+](C)C)C.F[P-](F)(F)(F)(F)F.C1C=CC2N(O)N=NC=2C=1. The product is [CH3:2][O:3][C:4](=[O:30])[C@@H:5]([NH:8][C:9]([C:11]1[C:12]([CH3:29])=[N:13][C:14]([NH:18][CH2:19][CH2:20][CH2:21][C:22]2[CH:27]=[CH:26][CH:25]=[C:24]([OH:28])[CH:23]=2)=[N:15][C:16]=1[CH3:17])=[O:10])[CH2:6][NH:7][C:51]([C:35]1[CH:34]=[N:33][C:32]([CH3:31])=[CH:37][N:36]=1)=[O:55]. (2) The reactants are [CH3:1][O:2][C:3]1[CH:9]=[CH:8][C:6]([NH2:7])=[C:5]([CH3:10])[CH:4]=1.C(=O)([O-])O.[Na+].[C:16](Cl)(Cl)=[S:17]. The product is [CH3:1][O:2][C:3]1[CH:9]=[CH:8][C:6]([N:7]=[C:16]=[S:17])=[C:5]([CH3:10])[CH:4]=1. The yield is 0.790. The catalyst is O1CCCC1. (3) The reactants are [Cl:1][C:2]1[CH:3]=[C:4]([CH:7]=[CH:8][CH:9]=1)[CH:5]=[CH2:6].C[N+]1([O-])CC[O:14]CC1.C1C=C(Cl)C=C(C(OO)=O)C=1. The catalyst is C(Cl)Cl. The product is [Cl:1][C:2]1[CH:3]=[C:4]([CH:7]=[CH:8][CH:9]=1)[C@H:5]1[O:14][CH2:6]1. The yield is 0.860. (4) The reactants are [Cl-].[Cl:2][C:3]1[N:8]=[C:7]([C:9]2[S:13][CH:12]=[N:11][C:10]=2[C:14]2[CH:15]=[C:16]([NH:20][C:21](=[O:28])[CH2:22][C:23]3[S:24][CH:25]=[CH:26][CH:27]=3)[CH:17]=[CH:18][CH:19]=2)[CH:6]=[CH:5][N:4]=1.[NH2:29][C:30]1[CH:40]=[CH:39][C:33]2[NH:34][C:35](=[O:38])[CH2:36][O:37][C:32]=2[CH:31]=1. No catalyst specified. The product is [ClH:2].[O:38]=[C:35]1[NH:34][C:33]2[CH:39]=[CH:40][C:30]([NH:29][C:3]3[N:8]=[C:7]([C:9]4[S:13][CH:12]=[N:11][C:10]=4[C:14]4[CH:15]=[C:16]([NH:20][C:21](=[O:28])[CH2:22][C:23]5[S:24][CH:25]=[CH:26][CH:27]=5)[CH:17]=[CH:18][CH:19]=4)[CH:6]=[CH:5][N:4]=3)=[CH:31][C:32]=2[O:37][CH2:36]1. The yield is 0.530. (5) The reactants are [F:1][C:2]([F:7])([F:6])[C:3]([OH:5])=[O:4].[F:8][C:9]([F:14])([F:13])[C:10]([OH:12])=[O:11].FC(F)(F)C(O)=O.[Cl:22][C:23]1[CH:24]=[N:25][C:26]2[NH:27][C:28]3[CH:29]=[N:30][CH:31]=[C:32]([CH:54]=3)[CH2:33][CH2:34][C:35]3[CH:43]=[C:39]([NH:40][C:41]=1[N:42]=2)[CH:38]=[CH:37][C:36]=3[NH:44][C:45](=[O:53])[CH2:46][CH:47]1[CH2:52][CH2:51][NH:50][CH2:49][CH2:48]1.[CH3:55][C:56]1[C:60]([S:61](Cl)(=[O:63])=[O:62])=[C:59]([CH3:65])[O:58][N:57]=1. No catalyst specified. The product is [F:1][C:2]([F:7])([F:6])[C:3]([OH:5])=[O:4].[F:8][C:9]([F:14])([F:13])[C:10]([OH:12])=[O:11].[Cl:22][C:23]1[CH:24]=[N:25][C:26]2[NH:27][C:28]3[CH:29]=[N:30][CH:31]=[C:32]([CH:54]=3)[CH2:33][CH2:34][C:35]3[CH:43]=[C:39]([NH:40][C:41]=1[N:42]=2)[CH:38]=[CH:37][C:36]=3[NH:44][C:45](=[O:53])[CH2:46][CH:47]1[CH2:52][CH2:51][N:50]([S:61]([C:60]2[C:56]([CH3:55])=[N:57][O:58][C:59]=2[CH3:65])(=[O:63])=[O:62])[CH2:49][CH2:48]1. The yield is 0.170. (6) The reactants are [O:1]1CCCO[CH:2]1[C:7]1[CH:12]=[C:11]([O:13][CH2:14][CH2:15][CH2:16][CH:17]2[CH2:22][CH2:21][N:20]([CH3:23])[CH2:19][CH2:18]2)[CH:10]=[CH:9][C:8]=1[C:24]1[NH:28][C:27]2[CH:29]=[CH:30][C:31]([F:34])=[C:32]([CH3:33])[C:26]=2[N:25]=1.BrC1C=CC(OCCCC2CCN(C)CC2)=CC=1C1OCCCO1.C([Li])CCC.C([O-])(O)=O.[Na+].O1CCCOC1C1C=C(OCCCC2CCN(C)CC2)C=CC=1C=O.FC1C(C)=C(N)C(N)=CC=1. The product is [F:34][C:31]1[CH:30]=[CH:29][C:27]2[NH:28][C:24]([C:8]3[CH:9]=[CH:10][C:11]([O:13][CH2:14][CH2:15][CH2:16][CH:17]4[CH2:22][CH2:21][N:20]([CH3:23])[CH2:19][CH2:18]4)=[CH:12][C:7]=3[CH2:2][OH:1])=[N:25][C:26]=2[C:32]=1[CH3:33]. The catalyst is C1COCC1.CN(C=O)C.O. The yield is 0.770. (7) The reactants are [O:1]1[CH2:6][CH2:5][CH2:4][O:3][CH:2]1[CH2:7][CH2:8][Mg]Br.[Br:11][C:12]1[CH:19]=[CH:18][C:15]([CH:16]=[O:17])=[CH:14][CH:13]=1.C(OCC)(=O)C. The catalyst is C1COCC1. The product is [Br:11][C:12]1[CH:19]=[CH:18][C:15]([CH:16]([OH:17])[CH2:8][CH2:7][CH:2]2[O:3][CH2:4][CH2:5][CH2:6][O:1]2)=[CH:14][CH:13]=1. The yield is 1.00. (8) The reactants are [CH2:1]([NH:4][CH2:5][CH:6]=[CH2:7])[CH:2]=[CH2:3].CCN(CC)CC.Cl[C:16]([O:18][CH2:19][C:20]1[CH:25]=[CH:24][CH:23]=[CH:22][CH:21]=1)=[O:17]. The catalyst is C(Cl)Cl. The product is [CH2:1]([N:4]([CH2:5][CH:6]=[CH2:7])[C:16](=[O:17])[O:18][CH2:19][C:20]1[CH:25]=[CH:24][CH:23]=[CH:22][CH:21]=1)[CH:2]=[CH2:3]. The yield is 0.920. (9) The reactants are [F:1][C:2]1[CH:3]=[C:4]([N:8]2[C@@:12]3([CH2:17][CH2:16][N:15]([CH2:18][C:19]4[CH:24]=[CH:23][CH:22]=[C:21]([O:25][CH:26]([CH3:28])[CH3:27])[CH:20]=4)[C@@H:14]([CH3:29])[CH2:13]3)[CH2:11][NH:10][S:9]2(=[O:31])=[O:30])[CH:5]=[CH:6][CH:7]=1.Br[C:33]1[CH2:37][CH:36]([C:38]2[CH:43]=[CH:42][CH:41]=[CH:40][CH:39]=2)[O:35][N:34]=1.C(=O)([O-])[O-].[K+].[K+].CNCCNC. The catalyst is [Cu]I.O1CCOCC1. The product is [F:1][C:2]1[CH:3]=[C:4]([N:8]2[C@@:12]3([CH2:17][CH2:16][N:15]([CH2:18][C:19]4[CH:24]=[CH:23][CH:22]=[C:21]([O:25][CH:26]([CH3:27])[CH3:28])[CH:20]=4)[C@@H:14]([CH3:29])[CH2:13]3)[CH2:11][N:10]([C:33]3[CH2:37][CH:36]([C:38]4[CH:39]=[CH:40][CH:41]=[CH:42][CH:43]=4)[O:35][N:34]=3)[S:9]2(=[O:31])=[O:30])[CH:5]=[CH:6][CH:7]=1. The yield is 0.500. (10) The reactants are [O:1]1[C:3]2([CH2:8][CH2:7][N:6]([C:9]([O:11][C:12]([CH3:15])([CH3:14])[CH3:13])=[O:10])[CH2:5][CH2:4]2)[CH2:2]1.[CH:16]1([NH2:19])[CH2:18][CH2:17]1. The catalyst is C(O)C. The product is [CH:16]1([NH:19][CH2:2][C:3]2([OH:1])[CH2:8][CH2:7][N:6]([C:9]([O:11][C:12]([CH3:15])([CH3:14])[CH3:13])=[O:10])[CH2:5][CH2:4]2)[CH2:18][CH2:17]1. The yield is 0.940.